This data is from Full USPTO retrosynthesis dataset with 1.9M reactions from patents (1976-2016). The task is: Predict the reactants needed to synthesize the given product. (1) Given the product [CH3:1][C:2]1[CH:3]=[CH:4][C:5]([C:21]([NH:23][C:24]2[CH:25]=[C:26]([C:36]([F:38])([F:39])[F:37])[CH:27]=[C:28]([N:30]3[CH:34]=[N:33][C:32]([CH3:35])=[CH:31]3)[CH:29]=2)=[O:22])=[CH:6][C:7]=1[NH:8][C:9]1[N:10]=[CH:11][CH:12]=[C:13]([C:15]2[CH:16]=[CH:17][CH:18]=[N:19][CH:20]=2)[N:14]=1.[C:40]([O-:46])(=[O:45])[CH2:41][C:42]([O-:44])=[O:43], predict the reactants needed to synthesize it. The reactants are: [CH3:1][C:2]1[CH:3]=[CH:4][C:5]([C:21]([NH:23][C:24]2[CH:25]=[C:26]([C:36]([F:39])([F:38])[F:37])[CH:27]=[C:28]([N:30]3[CH:34]=[N:33][C:32]([CH3:35])=[CH:31]3)[CH:29]=2)=[O:22])=[CH:6][C:7]=1[NH:8][C:9]1[N:10]=[CH:11][CH:12]=[C:13]([C:15]2[CH:16]=[CH:17][CH:18]=[N:19][CH:20]=2)[N:14]=1.[C:40]([OH:46])(=[O:45])[CH2:41][C:42]([OH:44])=[O:43]. (2) The reactants are: [CH2:1]([C:3]1[N:4]([CH2:9][CH2:10][NH2:11])[CH:5]=[C:6]([I:8])[N:7]=1)[CH3:2].[F:12][C:13]1[C:18]([CH3:19])=[C:17]([F:20])[CH:16]=[CH:15][C:14]=1[CH2:21][CH2:22][CH:23]=O. Given the product [F:12][C:13]1[C:18]([CH3:19])=[C:17]([F:20])[CH:16]=[CH:15][C:14]=1[CH2:21][CH2:22][CH:23]1[NH:11][CH2:10][CH2:9][N:4]2[C:3]([CH2:1][CH3:2])=[N:7][C:6]([I:8])=[C:5]12, predict the reactants needed to synthesize it. (3) Given the product [F:1][C:2]1[CH:3]=[C:4]([CH:28]=[C:29]([F:31])[CH:30]=1)[O:5][C:6]1[CH:7]=[C:8]([CH:19]=[C:20]([O:22][C@@H:23]([CH3:27])[CH2:24][O:25][CH3:26])[CH:21]=1)[C:9]([NH:11][C:12]1[S:13][CH:14]=[C:15]([CH2:17][OH:32])[N:16]=1)=[O:10], predict the reactants needed to synthesize it. The reactants are: [F:1][C:2]1[CH:3]=[C:4]([CH:28]=[C:29]([F:31])[CH:30]=1)[O:5][C:6]1[CH:7]=[C:8]([CH:19]=[C:20]([O:22][C@@H:23]([CH3:27])[CH2:24][O:25][CH3:26])[CH:21]=1)[C:9]([NH:11][C:12]1[S:13][CH:14]=[C:15]([CH2:17]Cl)[N:16]=1)=[O:10].[OH-:32].[Na+]. (4) The reactants are: CC1(C)C(C)(C)OB([C:9]2[CH:14]=[CH:13][C:12]([C@@H:15]([CH3:24])[CH2:16][NH:17][S:18]([CH:21]([CH3:23])[CH3:22])(=[O:20])=[O:19])=[CH:11][CH:10]=2)O1.[C:26]([C:28]1[CH:29]=[C:30]([CH:36]=[CH:37][C:38]=1OS(C(F)(F)F)(=O)=O)[C:31]([O:33][CH2:34][CH3:35])=[O:32])#[N:27].C(Cl)Cl.CC([O-])=O.[K+]. Given the product [C:26]([C:28]1[CH:29]=[C:30]([C:31]([O:33][CH2:34][CH3:35])=[O:32])[CH:36]=[CH:37][C:38]=1[C:9]1[CH:10]=[CH:11][C:12]([C@H:15]([CH3:24])[CH2:16][NH:17][S:18]([CH:21]([CH3:22])[CH3:23])(=[O:19])=[O:20])=[CH:13][CH:14]=1)#[N:27], predict the reactants needed to synthesize it. (5) Given the product [CH2:1]([N:8]1[C:16]2[C:15](=[O:17])[N:14]([CH2:18][CH2:19][CH2:20][O:21][Si:22]([C:25]([CH3:28])([CH3:27])[CH3:26])([CH3:24])[CH3:23])[C:13](=[O:29])[N:12]([CH3:30])[C:11]=2[N:10]=[C:9]1[C:42]1[CH:41]=[CH:40][C:39]([Cl:38])=[C:44]([Cl:45])[CH:43]=1)[C:2]1[CH:7]=[CH:6][CH:5]=[CH:4][CH:3]=1, predict the reactants needed to synthesize it. The reactants are: [CH2:1]([N:8]1[C:16]2[C:15](=[O:17])[N:14]([CH2:18][CH2:19][CH2:20][O:21][Si:22]([C:25]([CH3:28])([CH3:27])[CH3:26])([CH3:24])[CH3:23])[C:13](=[O:29])[N:12]([CH3:30])[C:11]=2[N:10]=[C:9]1Br)[C:2]1[CH:7]=[CH:6][CH:5]=[CH:4][CH:3]=1.C(=O)([O-])[O-].[K+].[K+].[Cl:38][C:39]1[CH:40]=[C:41](B(O)O)[CH:42]=[CH:43][C:44]=1[Cl:45].C1(C)C=CC=CC=1. (6) Given the product [CH2:1]([O:3][C:4](=[O:14])[CH:5]([C:7]1[CH:12]=[CH:11][C:10]([N+:15]([O-:17])=[O:16])=[C:9]([OH:13])[CH:8]=1)[CH3:6])[CH3:2], predict the reactants needed to synthesize it. The reactants are: [CH2:1]([O:3][C:4](=[O:14])[CH:5]([C:7]1[CH:12]=[CH:11][CH:10]=[C:9]([OH:13])[CH:8]=1)[CH3:6])[CH3:2].[N+:15]([O-])([OH:17])=[O:16].O.